This data is from CYP3A4 inhibition data for predicting drug metabolism from PubChem BioAssay. The task is: Regression/Classification. Given a drug SMILES string, predict its absorption, distribution, metabolism, or excretion properties. Task type varies by dataset: regression for continuous measurements (e.g., permeability, clearance, half-life) or binary classification for categorical outcomes (e.g., BBB penetration, CYP inhibition). Dataset: cyp3a4_veith. (1) The drug is CCOC(=O)c1cnc(-c2ccccc2)nc1Oc1cccc(Cl)c1. The result is 0 (non-inhibitor). (2) The drug is CCC(C)NC(=O)Cn1cnc2sc(C)cc2c1=O. The result is 0 (non-inhibitor).